Predict the reaction yield, written as a fraction of the theoretical maximum amount of product (1.0 means a 100% yield; for example, 0.34 means a 34% yield). From a dataset of Reaction yield outcomes from USPTO patents with 853,638 reactions. The reactants are C1COCC1.Br[CH:7]1[CH2:9][CH2:8]1.[CH3:10][C:11]1[CH:18]=[CH:17][CH:16]=[CH:15][C:12]=1[C:13]#[N:14].[BH4-].[Na+]. The catalyst is CO. The product is [CH:7]1([CH:13]([C:12]2[CH:15]=[CH:16][CH:17]=[CH:18][C:11]=2[CH3:10])[NH2:14])[CH2:9][CH2:8]1. The yield is 0.870.